From a dataset of Forward reaction prediction with 1.9M reactions from USPTO patents (1976-2016). Predict the product of the given reaction. (1) Given the reactants [C:1]([NH:5][C:6]1[CH:11]=[CH:10][C:9]([N+:12]([O-:14])=[O:13])=[CH:8][C:7]=1[C:15]#[C:16][Si](C)(C)C)([CH3:4])([CH3:3])[CH3:2].CCOC(C)=O, predict the reaction product. The product is: [C:1]([N:5]1[C:6]2[C:7](=[CH:8][C:9]([N+:12]([O-:14])=[O:13])=[CH:10][CH:11]=2)[CH:15]=[CH:16]1)([CH3:4])([CH3:3])[CH3:2]. (2) Given the reactants [CH3:1][S:2][C:3]1[N:8]=[C:7]([C:9]2[S:13][CH:12]=[N:11][C:10]=2[C:14]2[CH:19]=[CH:18][CH:17]=[C:16]([N+:20]([O-])=O)[CH:15]=2)[CH:6]=[CH:5][N:4]=1.O.O.O.O.O.O.O.O.O.[S-2].[Na+].[Na+], predict the reaction product. The product is: [CH3:1][S:2][C:3]1[N:8]=[C:7]([C:9]2[S:13][CH:12]=[N:11][C:10]=2[C:14]2[CH:15]=[C:16]([NH2:20])[CH:17]=[CH:18][CH:19]=2)[CH:6]=[CH:5][N:4]=1. (3) Given the reactants Br[C:2]1[CH:3]=[C:4]([NH:10][C:11]2[CH:16]=[CH:15][C:14]([CH:17]3[CH2:20][N:19]([CH2:21][CH3:22])[CH2:18]3)=[CH:13][N:12]=2)[C:5](=[O:9])[N:6]([CH3:8])[CH:7]=1.[C:23]([O:26][CH2:27][C:28]1[C:33](B2OC(C)(C)C(C)(C)O2)=[CH:32][C:31]([F:43])=[CH:30][C:29]=1[N:44]1[CH2:55][CH2:54][C:53]2[C:52]3[CH2:51][C:50]([CH3:57])([CH3:56])[CH2:49][C:48]=3[S:47][C:46]=2[C:45]1=[O:58])(=[O:25])[CH3:24], predict the reaction product. The product is: [C:23]([O:26][CH2:27][C:28]1[C:33]([C:2]2[CH:3]=[C:4]([NH:10][C:11]3[CH:16]=[CH:15][C:14]([CH:17]4[CH2:20][N:19]([CH2:21][CH3:22])[CH2:18]4)=[CH:13][N:12]=3)[C:5](=[O:9])[N:6]([CH3:8])[CH:7]=2)=[CH:32][C:31]([F:43])=[CH:30][C:29]=1[N:44]1[CH2:55][CH2:54][C:53]2[C:52]3[CH2:51][C:50]([CH3:57])([CH3:56])[CH2:49][C:48]=3[S:47][C:46]=2[C:45]1=[O:58])(=[O:25])[CH3:24]. (4) The product is: [Cl:1][C:2]1[CH:3]=[C:4]([N:10]2[C:14]([CH2:15][CH3:16])=[C:13]([CH2:17][C:18]3[CH:19]=[CH:20][C:21]([C:22]([OH:24])=[O:23])=[CH:26][CH:27]=3)[C:12]([CH2:28][CH3:29])=[N:11]2)[CH:5]=[CH:6][C:7]=1[C:8]#[N:9]. Given the reactants [Cl:1][C:2]1[CH:3]=[C:4]([N:10]2[C:14]([CH2:15][CH3:16])=[C:13]([CH2:17][C:18]3[CH:27]=[CH:26][C:21]([C:22]([O:24]C)=[O:23])=[CH:20][CH:19]=3)[C:12]([CH2:28][CH3:29])=[N:11]2)[CH:5]=[CH:6][C:7]=1[C:8]#[N:9].C1COCC1.O.[OH-].[Li+], predict the reaction product. (5) Given the reactants [NH2:1][C:2]1[CH:3]=[C:4]([C:8]2[N:13]3[N:14]=[C:15]([NH:17][C:18]4[CH:23]=[CH:22][CH:21]=[CH:20][CH:19]=4)[N:16]=[C:12]3[CH:11]=[CH:10][CH:9]=2)[CH:5]=[CH:6][CH:7]=1.N1C=CC=CC=1.[C:30](OC(=O)C)(=[O:32])[CH3:31], predict the reaction product. The product is: [C:18]1([NH:17][C:15]2[N:16]=[C:12]3[CH:11]=[CH:10][CH:9]=[C:8]([C:4]4[CH:3]=[C:2]([NH:1][C:30](=[O:32])[CH3:31])[CH:7]=[CH:6][CH:5]=4)[N:13]3[N:14]=2)[CH:19]=[CH:20][CH:21]=[CH:22][CH:23]=1. (6) Given the reactants [NH:1]1[C:5]([CH2:6][CH2:7][CH2:8][CH2:9][C:10]#[N:11])=[N:4][N:3]=[N:2]1.C(N(CC)CC)C.[C:19](Cl)([C:32]1[CH:37]=[CH:36][CH:35]=[CH:34][CH:33]=1)([C:26]1[CH:31]=[CH:30][CH:29]=[CH:28][CH:27]=1)[C:20]1[CH:25]=[CH:24][CH:23]=[CH:22][CH:21]=1.C(=O)(O)[O-].[Na+], predict the reaction product. The product is: [C:20]1([C:19]([C:26]2[CH:27]=[CH:28][CH:29]=[CH:30][CH:31]=2)([C:32]2[CH:33]=[CH:34][CH:35]=[CH:36][CH:37]=2)[N:4]2[C:5]([CH2:6][CH2:7][CH2:8][CH2:9][C:10]#[N:11])=[N:1][N:2]=[N:3]2)[CH:21]=[CH:22][CH:23]=[CH:24][CH:25]=1.